Dataset: Catalyst prediction with 721,799 reactions and 888 catalyst types from USPTO. Task: Predict which catalyst facilitates the given reaction. (1) Reactant: [OH:1][CH2:2][C@@H:3]1[O:8][CH2:7][CH2:6][N:5]([C:9]([O:11][C:12]([CH3:15])([CH3:14])[CH3:13])=[O:10])[CH2:4]1.[CH3:16][S:17](Cl)(=[O:19])=[O:18]. Product: [CH3:16][S:17]([O:1][CH2:2][C@@H:3]1[O:8][CH2:7][CH2:6][N:5]([C:9]([O:11][C:12]([CH3:15])([CH3:14])[CH3:13])=[O:10])[CH2:4]1)(=[O:19])=[O:18]. The catalyst class is: 91. (2) Reactant: Br[C:2]([C:8]1[CH:13]=[CH:12][CH:11]=[CH:10][CH:9]=1)([CH3:7])[C:3]([O:5][CH3:6])=[O:4].[NH:14]1[CH2:20][CH2:19][CH2:18][CH2:17][CH2:16][CH2:15]1. Product: [N:14]1([C:2]([C:8]2[CH:13]=[CH:12][CH:11]=[CH:10][CH:9]=2)([CH3:7])[C:3]([O:5][CH3:6])=[O:4])[CH2:20][CH2:19][CH2:18][CH2:17][CH2:16][CH2:15]1. The catalyst class is: 10.